From a dataset of Forward reaction prediction with 1.9M reactions from USPTO patents (1976-2016). Predict the product of the given reaction. (1) Given the reactants [C:1]([O:5][C:6]([C:8]1[CH:42]=[CH:41][CH:40]=[CH:39][C:9]=1[CH2:10][N:11]1[C:15](=[O:16])[C:14]2([CH2:21][CH2:20][N:19](C(OCC3C=CC=CC=3)=O)[CH2:18][CH2:17]2)[N:13]([C:32]2[CH:37]=[CH:36][C:35]([F:38])=[CH:34][CH:33]=2)[CH2:12]1)=[O:7])([CH3:4])([CH3:3])[CH3:2], predict the reaction product. The product is: [F:38][C:35]1[CH:36]=[CH:37][C:32]([N:13]2[C:14]3([CH2:17][CH2:18][NH:19][CH2:20][CH2:21]3)[C:15](=[O:16])[N:11]([CH2:10][C:9]3[CH:39]=[CH:40][CH:41]=[CH:42][C:8]=3[C:6]([O:5][C:1]([CH3:4])([CH3:2])[CH3:3])=[O:7])[CH2:12]2)=[CH:33][CH:34]=1. (2) Given the reactants [C:1]([O:5][C:6]([N:8]1[CH2:13][CH2:12][C@@H:11]([C:14]2[CH:19]=[CH:18][C:17]([F:20])=[CH:16][CH:15]=2)[C@H:10]([C:21](O)=[O:22])[CH2:9]1)=[O:7])([CH3:4])([CH3:3])[CH3:2], predict the reaction product. The product is: [C:1]([O:5][C:6]([N:8]1[CH2:13][CH2:12][C@@H:11]([C:14]2[CH:19]=[CH:18][C:17]([F:20])=[CH:16][CH:15]=2)[C@H:10]([CH2:21][OH:22])[CH2:9]1)=[O:7])([CH3:4])([CH3:3])[CH3:2]. (3) Given the reactants [CH3:1][O:2][C:3]1[CH:28]=[CH:27][C:6]([CH2:7][NH:8][CH:9]([C:21]2[CH:26]=[CH:25][CH:24]=[CH:23][CH:22]=2)[C:10]([O:12][C@@H:13]2[CH:18]3[CH2:19][CH2:20][N:15]([CH2:16][CH2:17]3)[CH2:14]2)=[O:11])=[CH:5][CH:4]=1.Cl[CH2:30][C:31]([C:33]1[S:34][CH:35]=[CH:36][CH:37]=1)=[O:32], predict the reaction product. The product is: [CH:10]([O-:12])=[O:11].[CH:10]([O-:12])=[O:11].[CH3:1][O:2][C:3]1[CH:4]=[CH:5][C:6]([CH2:7][NH:8][CH:9]([C:21]2[CH:22]=[CH:23][CH:24]=[CH:25][CH:26]=2)[C:10]([O:12][C@@H:13]2[CH:18]3[CH2:17][CH2:16][N+:15]([CH2:30][C:31](=[O:32])[C:33]4[S:34][CH:35]=[CH:36][CH:37]=4)([CH2:20][CH2:19]3)[CH2:14]2)=[O:11])=[CH:27][CH:28]=1.[CH3:1][O:2][C:3]1[CH:4]=[CH:5][C:6]([CH2:7][NH:8][CH:9]([C:21]2[CH:22]=[CH:23][CH:24]=[CH:25][CH:26]=2)[C:10]([O:12][C@@H:13]2[CH:18]3[CH2:17][CH2:16][N+:15]([CH2:30][C:31]([C:33]4[S:34][CH:35]=[CH:36][CH:37]=4)=[O:32])([CH2:20][CH2:19]3)[CH2:14]2)=[O:11])=[CH:27][CH:28]=1. (4) Given the reactants [CH2:1]([NH:8][C:9](=[O:21])[C@H:10]([NH:13][C:14](=[O:20])[O:15][C:16]([CH3:19])([CH3:18])[CH3:17])[CH2:11][OH:12])[C:2]1[CH:7]=[CH:6][CH:5]=[CH:4][CH:3]=1.[OH-].[Na+].[CH3:24]OS(OC)(=O)=O, predict the reaction product. The product is: [CH2:1]([NH:8][C:9](=[O:21])[C@H:10]([NH:13][C:14](=[O:20])[O:15][C:16]([CH3:18])([CH3:17])[CH3:19])[CH2:11][O:12][CH3:24])[C:2]1[CH:7]=[CH:6][CH:5]=[CH:4][CH:3]=1. (5) The product is: [F:1][C:2]1[CH:3]=[C:4]2[C:8](=[CH:9][CH:10]=1)[N:7]([CH2:11][C:12]1[C:21]3[C:16](=[CH:17][CH:18]=[CH:19][CH:20]=3)[CH:15]=[CH:14][CH:13]=1)[C:6]([C:22]([OH:23])=[O:27])=[C:5]2[CH2:25][C:24](=[O:26])[N:28]1[CH2:33][CH2:32][CH2:31][CH2:30][CH2:29]1. Given the reactants [F:1][C:2]1[CH:3]=[C:4]2[C:8](=[CH:9][CH:10]=1)[N:7]([CH2:11][C:12]1[C:21]3[C:16](=[CH:17][CH:18]=[CH:19][CH:20]=3)[CH:15]=[CH:14][CH:13]=1)[C:6]1[C:22](=[O:27])[O:23][C:24](=[O:26])[CH2:25][C:5]2=1.[NH:28]1[CH2:33][CH2:32][CH2:31][CH2:30][CH2:29]1, predict the reaction product. (6) Given the reactants Br[C:2]1[N:6]([CH3:7])[C:5]2[CH:8]=[CH:9][C:10]([C:12]([O:14][CH3:15])=[O:13])=[CH:11][C:4]=2[N:3]=1.[NH:16]1[CH2:20][CH2:19][CH2:18][CH2:17]1, predict the reaction product. The product is: [CH3:7][N:6]1[C:5]2[CH:8]=[CH:9][C:10]([C:12]([O:14][CH3:15])=[O:13])=[CH:11][C:4]=2[N:3]=[C:2]1[N:16]1[CH2:20][CH2:19][CH2:18][CH2:17]1. (7) Given the reactants [C:1]([NH:4][C:5]1[CH:10]=[CH:9][C:8]([S:11](Cl)(=[O:13])=[O:12])=[CH:7][CH:6]=1)(=[O:3])[CH3:2].[N:15]1C=CC=C[CH:16]=1, predict the reaction product. The product is: [C:1]([NH:4][C:5]1[CH:10]=[CH:9][C:8]([S:11]([NH:15][CH3:16])(=[O:13])=[O:12])=[CH:7][CH:6]=1)(=[O:3])[CH3:2].